From a dataset of Reaction yield outcomes from USPTO patents with 853,638 reactions. Predict the reaction yield, written as a fraction of the theoretical maximum amount of product (1.0 means a 100% yield; for example, 0.34 means a 34% yield). (1) The reactants are Br[C:2]1[CH:28]=[CH:27][C:5]2[C:6]3[C:10]([CH2:11][CH2:12][O:13][C:4]=2[CH:3]=1)=[CH:9][N:8]([C:14]1[N:15]([C:19]2[CH:24]=[CH:23][C:22]([F:25])=[CH:21][C:20]=2[F:26])[N:16]=[CH:17][N:18]=1)[N:7]=3.ClC1N(C2C=CC(F)=CC=2F)N=CN=1.[Br:43]C1C=CC2OCCC3C(=NNC=3)C=2C=1.C(OCC)(=O)C. The catalyst is C1CCCCC1. The product is [Br:43][C:28]1[CH:2]=[CH:3][C:4]2[O:13][CH2:12][CH2:11][C:10]3[C:6](=[N:7][N:8]([C:14]4[N:15]([C:19]5[CH:24]=[CH:23][C:22]([F:25])=[CH:21][C:20]=5[F:26])[N:16]=[CH:17][N:18]=4)[CH:9]=3)[C:5]=2[CH:27]=1. The yield is 0.620. (2) The reactants are [C:1]1([C:7]2[N:8]=[C:9]([CH:12]([NH2:14])[CH3:13])[NH:10][CH:11]=2)[CH:6]=[CH:5][CH:4]=[CH:3][CH:2]=1.[CH3:15][C:16]([CH3:18])=O.[BH-](OC(C)=O)(OC(C)=O)OC(C)=O.[Na+]. The catalyst is ClCCCl. The product is [CH:16]([NH:14][CH:12]([C:9]1[NH:10][CH:11]=[C:7]([C:1]2[CH:2]=[CH:3][CH:4]=[CH:5][CH:6]=2)[N:8]=1)[CH3:13])([CH3:18])[CH3:15]. The yield is 1.00. (3) The reactants are [CH3:1][O:2][CH2:3][CH2:4][N:5]1[CH2:9][C@@H:8]([C:10]2[CH:15]=[CH:14][CH:13]=[CH:12][CH:11]=2)[C@H:7]([NH:16][C:17](=[O:40])[NH:18][C:19]2[N:23]([C:24]3[CH:29]=[CH:28][CH:27]=[CH:26][CH:25]=3)[N:22]=[C:21]3[CH2:30][N:31](C(OC(C)(C)C)=O)[CH2:32][C:20]=23)[CH2:6]1.[ClH:41].O1CCOCC1. The yield is 0.740. No catalyst specified. The product is [ClH:41].[ClH:41].[CH3:1][O:2][CH2:3][CH2:4][N:5]1[CH2:9][C@@H:8]([C:10]2[CH:15]=[CH:14][CH:13]=[CH:12][CH:11]=2)[C@H:7]([NH:16][C:17]([NH:18][C:19]2[N:23]([C:24]3[CH:29]=[CH:28][CH:27]=[CH:26][CH:25]=3)[N:22]=[C:21]3[CH2:30][NH:31][CH2:32][C:20]=23)=[O:40])[CH2:6]1. (4) The product is [CH2:1]([O:3][C:4]1[CH:9]=[CH:8][CH:7]=[CH:6][C:5]=1[C:19]1[CH:20]=[CH:21][C:22]([N+:24]([O-:26])=[O:25])=[CH:23][C:18]=1[N+:15]([O-:17])=[O:16])[CH3:2]. The reactants are [CH2:1]([O:3][C:4]1[CH:9]=[CH:8][CH:7]=[CH:6][C:5]=1B(O)O)[CH3:2].[F-].[K+].[N+:15]([C:18]1[CH:23]=[C:22]([N+:24]([O-:26])=[O:25])[CH:21]=[CH:20][C:19]=1Br)([O-:17])=[O:16].C(P(C(C)(C)C)C(C)(C)C)(C)(C)C. The yield is 0.820. The catalyst is C1COCC1.C1C=CC(/C=C/C(/C=C/C2C=CC=CC=2)=O)=CC=1.C1C=CC(/C=C/C(/C=C/C2C=CC=CC=2)=O)=CC=1.C1C=CC(/C=C/C(/C=C/C2C=CC=CC=2)=O)=CC=1.[Pd].[Pd]. (5) The reactants are [Br:1][C:2]1[C:7](=[O:8])[N:6]([CH:9]2[CH2:12][CH2:11][CH:10]2CC(O)=O)[N:5]=[CH:4][C:3]=1[NH:17][C@@H:18]1[CH2:23][C@@H:22]2[CH2:24][C@@H:20]([C:21]2([CH3:26])[CH3:25])[C@H:19]1[CH3:27].Cl.CN(C)CCCN=C=NCC.C(N(CC)CC)C.[N:47]1[CH:52]=[CH:51][C:50]([CH2:53][NH2:54])=[CH:49][CH:48]=1.CN(C)[CH:57]=[O:58]. The catalyst is C(OCC)(=O)C. The product is [Br:1][C:2]1[C:7](=[O:8])[N:6]([C:9]2([C:57]([NH:54][CH2:53][C:50]3[CH:51]=[CH:52][N:47]=[CH:48][CH:49]=3)=[O:58])[CH2:12][CH2:11][CH2:10]2)[N:5]=[CH:4][C:3]=1[NH:17][C@@H:18]1[CH2:23][C@@H:22]2[CH2:24][C@@H:20]([C:21]2([CH3:25])[CH3:26])[C@H:19]1[CH3:27]. The yield is 0.410. (6) The reactants are [CH:1]1([CH2:7][N:8]2[C:12]([C:13]3[CH:18]=[C:17]([C:19]([CH3:22])([CH3:21])[CH3:20])[CH:16]=[C:15]([C:23]([CH3:26])([CH3:25])[CH3:24])[CH:14]=3)=[CH:11][C:10]([C:27](O)=[O:28])=[C:9]2[CH3:30])[CH2:6][CH2:5][CH2:4][CH2:3][CH2:2]1.C(Cl)(=O)C(Cl)=O.Cl.[CH3:38][O:39][NH:40][CH3:41].CCN(C(C)C)C(C)C. The catalyst is C(Cl)Cl.CN(C=O)C. The product is [CH:1]1([CH2:7][N:8]2[C:12]([C:13]3[CH:18]=[C:17]([C:19]([CH3:22])([CH3:21])[CH3:20])[CH:16]=[C:15]([C:23]([CH3:26])([CH3:24])[CH3:25])[CH:14]=3)=[CH:11][C:10]([C:27]([N:40]([O:39][CH3:38])[CH3:41])=[O:28])=[C:9]2[CH3:30])[CH2:6][CH2:5][CH2:4][CH2:3][CH2:2]1. The yield is 0.840.